Dataset: Reaction yield outcomes from USPTO patents with 853,638 reactions. Task: Predict the reaction yield, written as a fraction of the theoretical maximum amount of product (1.0 means a 100% yield; for example, 0.34 means a 34% yield). (1) The catalyst is C(Cl)Cl. The product is [CH3:20][O:19][C:10](=[O:12])[CH2:11][CH2:6][CH2:7][CH2:8][CH:1]=[O:4]. The reactants are [C:1]([O-:4])(=O)C.[Na+].[CH:6]1[CH:7]=[CH:8][NH+]=[CH:10][CH:11]=1.[O-:12][Cr](Cl)(=O)=O.CC[O:19][CH2:20]C. The yield is 0.600. (2) The reactants are [N+:1]([O-:4])(O)=[O:2].[Cl:5][C:6]1[CH:7]=[CH:8][C:9]2[C:10]([CH:14]=1)=[N:11][Se:12][N:13]=2. The catalyst is S(=O)(=O)(O)O. The product is [Cl:5][C:6]1[CH:7]=[CH:8][C:9]2[C:10]([C:14]=1[N+:1]([O-:4])=[O:2])=[N:11][Se:12][N:13]=2. The yield is 0.990.